Dataset: Forward reaction prediction with 1.9M reactions from USPTO patents (1976-2016). Task: Predict the product of the given reaction. (1) The product is: [Br:1][C:2]1[CH:3]=[CH:4][C:5]([CH:8]([O:12][C:13]2[CH:14]=[CH:15][CH:16]=[CH:17][CH:18]=2)[CH2:9][OH:10])=[CH:6][CH:7]=1. Given the reactants [Br:1][C:2]1[CH:7]=[CH:6][C:5]([CH:8]([O:12][C:13]2[CH:18]=[CH:17][CH:16]=[CH:15][CH:14]=2)[C:9](O)=[O:10])=[CH:4][CH:3]=1, predict the reaction product. (2) Given the reactants [Cl:1][C:2]1[CH:3]=[C:4]([C:8]2[CH:13]=[C:12]([C:14](=[O:33])[NH:15][CH2:16][CH2:17][CH2:18][CH2:19][CH2:20][CH2:21][CH2:22][CH2:23][N:24]3[C:32]4[C:27](=[CH:28][CH:29]=[CH:30][CH:31]=4)[CH:26]=[CH:25]3)[CH:11]=[C:10]([C:34]3[CH:39]=[CH:38][CH:37]=[C:36]([Cl:40])[CH:35]=3)[C:9]=2[O:41][CH2:42][CH2:43][CH2:44][CH2:45][C:46]([O:48]CC)=[O:47])[CH:5]=[CH:6][CH:7]=1.[OH-].[K+], predict the reaction product. The product is: [Cl:1][C:2]1[CH:3]=[C:4]([C:8]2[CH:13]=[C:12]([C:14](=[O:33])[NH:15][CH2:16][CH2:17][CH2:18][CH2:19][CH2:20][CH2:21][CH2:22][CH2:23][N:24]3[C:32]4[C:27](=[CH:28][CH:29]=[CH:30][CH:31]=4)[CH:26]=[CH:25]3)[CH:11]=[C:10]([C:34]3[CH:39]=[CH:38][CH:37]=[C:36]([Cl:40])[CH:35]=3)[C:9]=2[O:41][CH2:42][CH2:43][CH2:44][CH2:45][C:46]([OH:48])=[O:47])[CH:5]=[CH:6][CH:7]=1. (3) Given the reactants [OH-].[Na+].[CH3:3][CH2:4][CH2:5][CH2:6][CH2:7][CH2:8][CH2:9][CH2:10]/[N:11]=[C:12](/[N:14]=[C:15](/[NH:17][CH2:18][C:19]1[CH:20]=[CH:21][C:22]([Cl:26])=[C:23]([Cl:25])[CH:24]=1)\[NH2:16])\[NH2:13].Cl, predict the reaction product. The product is: [CH3:3][CH2:4][CH2:5][CH2:6][CH2:7][CH2:8][CH2:9][CH2:10]/[N:11]=[C:12](/[N:14]=[C:15](/[NH:17][CH2:18][C:19]1[CH:20]=[CH:21][C:22]([Cl:26])=[C:23]([Cl:25])[CH:24]=1)\[NH2:16])\[NH2:13]. (4) The product is: [CH3:4][N:5]([C:7]1[CH:14]=[CH:13][CH:12]=[CH:11][C:8]=1[CH2:9][Mg:1][CH2:9][C:8]1[CH:11]=[CH:12][CH:13]=[CH:14][C:7]=1[N:5]([CH3:6])[CH3:4])[CH3:6]. Given the reactants [Mg+2:1].[Cl-].[Cl-].[CH3:4][N:5]([C:7]1[CH:14]=[CH:13][CH:12]=[CH:11][C:8]=1[CH2:9][K])[CH3:6], predict the reaction product. (5) The product is: [F:1][C:2]1[CH:3]=[CH:4][C:5]([O:23][C:24]2[CH:29]=[CH:28][CH:27]=[CH:26][CH:25]=2)=[C:6]([CH:22]=1)[CH2:7][O:8][C:9]12[CH2:15][C:12]([CH2:16][CH2:17][CH2:18][C:19]([NH:34][S:31]([CH3:30])(=[O:33])=[O:32])=[O:20])([CH2:13][CH2:14]1)[CH2:11][CH2:10]2. Given the reactants [F:1][C:2]1[CH:3]=[CH:4][C:5]([O:23][C:24]2[CH:29]=[CH:28][CH:27]=[CH:26][CH:25]=2)=[C:6]([CH:22]=1)[CH2:7][O:8][C:9]12[CH2:15][C:12]([CH2:16][CH2:17][CH2:18][C:19](O)=[O:20])([CH2:13][CH2:14]1)[CH2:11][CH2:10]2.[CH3:30][S:31]([NH2:34])(=[O:33])=[O:32].C(Cl)CCl, predict the reaction product. (6) Given the reactants [C:1]([C:4]([O:6][C@H:7]([C:18]1[CH:23]=[CH:22][C:21]([O:24][CH:25]([F:27])[F:26])=[C:20]([O:28][CH2:29][CH:30]2[CH2:32][CH2:31]2)[CH:19]=1)[CH2:8][C:9]1[C:14]([Cl:15])=[CH:13][N+:12]([O-:16])=[CH:11][C:10]=1[Cl:17])=[O:5])([OH:3])=O.C(Cl)CCl.[CH3:37][O:38][C:39]1[CH:45]=[C:44]([N+:46]([O-:48])=[O:47])[CH:43]=[CH:42][C:40]=1[NH2:41], predict the reaction product. The product is: [Cl:17][C:10]1[CH:11]=[N+:12]([O-:16])[CH:13]=[C:14]([Cl:15])[C:9]=1[CH2:8][C@@H:7]([C:18]1[CH:23]=[CH:22][C:21]([O:24][CH:25]([F:26])[F:27])=[C:20]([O:28][CH2:29][CH:30]2[CH2:31][CH2:32]2)[CH:19]=1)[O:6][C:4](=[O:5])[C:1]([NH:41][C:40]1[CH:42]=[CH:43][C:44]([N+:46]([O-:48])=[O:47])=[CH:45][C:39]=1[O:38][CH3:37])=[O:3]. (7) Given the reactants [NH2:1][C:2]1[CH:3]=[CH:4][C:5]([CH:8]2[CH2:13][CH2:12][C:11](=O)[CH2:10][CH2:9]2)=[N:6][CH:7]=1.BrC1N=CC(N)=CC=1.CC1(C)C(C)(C)OB(C2CCC3(OCCO3)CC=2)O1.[NH:42]1[CH2:45][CH:44]([NH:46][C:47](=[O:64])[CH2:48][NH:49][C:50]2[C:59]3[C:54](=[CH:55][CH:56]=[C:57]([C:60]([F:63])([F:62])[F:61])[CH:58]=3)[N:53]=[CH:52][N:51]=2)[CH2:43]1.[BH-](OC(C)=O)(OC(C)=O)OC(C)=O.[Na+], predict the reaction product. The product is: [NH2:1][C:2]1[CH:3]=[CH:4][C:5]([CH:8]2[CH2:13][CH2:12][CH:11]([N:42]3[CH2:43][CH:44]([NH:46][C:47](=[O:64])[CH2:48][NH:49][C:50]4[C:59]5[C:54](=[CH:55][CH:56]=[C:57]([C:60]([F:61])([F:63])[F:62])[CH:58]=5)[N:53]=[CH:52][N:51]=4)[CH2:45]3)[CH2:10][CH2:9]2)=[N:6][CH:7]=1. (8) Given the reactants [O:1]([C:8]1[CH:13]=[CH:12][C:11]([C:14]2[N:15]=[C:16]([N:24]3[CH2:29][CH2:28][NH:27][CH2:26][CH2:25]3)[S:17][C:18]=2[C:19]([O:21][CH2:22][CH3:23])=[O:20])=[CH:10][CH:9]=1)[C:2]1[CH:7]=[CH:6][CH:5]=[CH:4][CH:3]=1.[C:30](O[C:30]([O:32][C:33]([CH3:36])([CH3:35])[CH3:34])=[O:31])([O:32][C:33]([CH3:36])([CH3:35])[CH3:34])=[O:31], predict the reaction product. The product is: [CH2:22]([O:21][C:19]([C:18]1[S:17][C:16]([N:24]2[CH2:25][CH2:26][N:27]([C:30]([O:32][C:33]([CH3:36])([CH3:35])[CH3:34])=[O:31])[CH2:28][CH2:29]2)=[N:15][C:14]=1[C:11]1[CH:12]=[CH:13][C:8]([O:1][C:2]2[CH:7]=[CH:6][CH:5]=[CH:4][CH:3]=2)=[CH:9][CH:10]=1)=[O:20])[CH3:23]. (9) Given the reactants F[C:2]1[CH:11]=[CH:10][C:5]([C:6]([O:8][CH3:9])=[O:7])=[CH:4][C:3]=1[N+:12]([O-:14])=[O:13].CN(C)C=O.Cl.[NH2:21][CH:22]([C:27]1[CH:32]=[CH:31][C:30]([F:33])=[CH:29][CH:28]=1)[C:23]([O:25][CH3:26])=[O:24].CCN(C(C)C)C(C)C, predict the reaction product. The product is: [F:33][C:30]1[CH:29]=[CH:28][C:27]([CH:22]([NH:21][C:2]2[CH:11]=[CH:10][C:5]([C:6]([O:8][CH3:9])=[O:7])=[CH:4][C:3]=2[N+:12]([O-:14])=[O:13])[C:23]([O:25][CH3:26])=[O:24])=[CH:32][CH:31]=1. (10) Given the reactants [O:1]1[C:5]2[CH:6]=[CH:7][C:8]([C:10]3[CH2:15][CH2:14][C:13](=O)[CH2:12][CH:11]=3)=[CH:9][C:4]=2[O:3][CH2:2]1.[C:17]([O:21][C:22](=[O:28])[NH:23][CH:24]1[CH2:27][NH:26][CH2:25]1)([CH3:20])([CH3:19])[CH3:18].[BH-](OC(C)=O)(OC(C)=O)OC(C)=O.[Na+], predict the reaction product. The product is: [C:17]([O:21][C:22](=[O:28])[NH:23][CH:24]1[CH2:27][N:26]([CH:13]2[CH2:14][CH2:15][C:10]([C:8]3[CH:7]=[CH:6][C:5]4[O:1][CH2:2][O:3][C:4]=4[CH:9]=3)=[CH:11][CH2:12]2)[CH2:25]1)([CH3:20])([CH3:18])[CH3:19].